This data is from NCI-60 drug combinations with 297,098 pairs across 59 cell lines. The task is: Regression. Given two drug SMILES strings and cell line genomic features, predict the synergy score measuring deviation from expected non-interaction effect. Drug 1: CC1(CCCN1)C2=NC3=C(C=CC=C3N2)C(=O)N. Drug 2: CC1CCC2CC(C(=CC=CC=CC(CC(C(=O)C(C(C(=CC(C(=O)CC(OC(=O)C3CCCCN3C(=O)C(=O)C1(O2)O)C(C)CC4CCC(C(C4)OC)OP(=O)(C)C)C)C)O)OC)C)C)C)OC. Cell line: UACC62. Synergy scores: CSS=12.7, Synergy_ZIP=-0.912, Synergy_Bliss=1.89, Synergy_Loewe=-11.8, Synergy_HSA=-1.47.